From a dataset of Catalyst prediction with 721,799 reactions and 888 catalyst types from USPTO. Predict which catalyst facilitates the given reaction. (1) Product: [F:1][C:2]1[CH:7]=[C:6]([CH:8]([NH:10][S:11]([C:13]([CH3:16])([CH3:14])[CH3:15])=[O:12])[CH3:9])[CH:5]=[C:4]([F:17])[C:3]=1[NH:18][S:19]([CH3:22])(=[O:21])=[O:20]. The catalyst class is: 1. Reactant: [F:1][C:2]1[CH:7]=[C:6]([C:8](=[N:10][S:11]([C:13]([CH3:16])([CH3:15])[CH3:14])=[O:12])[CH3:9])[CH:5]=[C:4]([F:17])[C:3]=1[NH:18][S:19]([CH3:22])(=[O:21])=[O:20].[BH4-].[Na+].CO. (2) Reactant: Cl[C:2]1[C:7]([Cl:8])=[CH:6][C:5]([Cl:9])=[CH:4][N:3]=1.O.[NH2:11][NH2:12]. Product: [Cl:8][C:7]1[C:2]([NH:11][NH2:12])=[N:3][CH:4]=[C:5]([Cl:9])[CH:6]=1. The catalyst class is: 8.